From a dataset of Reaction yield outcomes from USPTO patents with 853,638 reactions. Predict the reaction yield, written as a fraction of the theoretical maximum amount of product (1.0 means a 100% yield; for example, 0.34 means a 34% yield). (1) The reactants are [Cl:1][C:2]1[CH:18]=[CH:17][C:5]2[CH2:6][CH2:7][N:8]([C:11](=[O:16])[C:12]([F:15])([F:14])[F:13])[CH2:9][CH2:10][C:4]=2[C:3]=1OS(C(F)(F)F)(=O)=O.[NH2:27][CH2:28][C:29]1[CH:44]=[CH:43][C:32]([C:33]([NH:35][CH:36]2[CH2:42][CH2:41][CH2:40][CH2:39][CH2:38][CH2:37]2)=[O:34])=[C:31]([F:45])[CH:30]=1. The catalyst is C1(C)C=CC=CC=1. The product is [Cl:1][C:2]1[CH:18]=[CH:17][C:5]2[CH2:6][CH2:7][N:8]([C:11](=[O:16])[C:12]([F:14])([F:13])[F:15])[CH2:9][CH2:10][C:4]=2[C:3]=1[NH:27][CH2:28][C:29]1[CH:44]=[CH:43][C:32]([C:33](=[O:34])[NH:35][CH:36]2[CH2:42][CH2:41][CH2:40][CH2:39][CH2:38][CH2:37]2)=[C:31]([F:45])[CH:30]=1. The yield is 0.530. (2) The reactants are [OH:1][C:2]1[CH:10]=[CH:9][C:5]([C:6]([OH:8])=[O:7])=[CH:4][C:3]=1[CH3:11].[CH2:12]1N2CN3CN(C2)CN1C3.[OH2:22]. The catalyst is CS(O)(=O)=O. The product is [CH:11]([C:3]1[CH:4]=[C:5]([CH:9]=[C:10]([CH3:12])[C:2]=1[OH:1])[C:6]([OH:8])=[O:7])=[O:22]. The yield is 0.750. (3) The reactants are [Cl:1][C:2]1[CH:3]=[N:4][CH:5]=[C:6]([Cl:16])[C:7]=1[N:8]1[CH2:13][CH2:12][CH:11]([C:14]#[N:15])[CH2:10][CH2:9]1.[Li+].[CH3:18]C([N-]C(C)C)C.CI.O. The catalyst is C1COCC1. The product is [Cl:1][C:2]1[CH:3]=[N:4][CH:5]=[C:6]([Cl:16])[C:7]=1[N:8]1[CH2:13][CH2:12][C:11]([CH3:18])([C:14]#[N:15])[CH2:10][CH2:9]1. The yield is 0.360. (4) The reactants are Cl[C:2]1[N:7]=[CH:6][C:5]([O:8][C:9]2[CH:14]=[CH:13][C:12]([S:15]([NH:18][C:19]3[S:20][CH:21]=[CH:22][N:23]=3)(=[O:17])=[O:16])=[CH:11][C:10]=2[C:24]#[N:25])=[C:4]([C:26]2[CH:30]=[CH:29][O:28][CH:27]=2)[CH:3]=1.[F:31][C:32]1[CH:33]=[C:34](B(O)O)[CH:35]=[CH:36][CH:37]=1.C([O-])([O-])=O.[Na+].[Na+].O. The catalyst is O1CCOCC1.C1C=CC([P]([Pd]([P](C2C=CC=CC=2)(C2C=CC=CC=2)C2C=CC=CC=2)([P](C2C=CC=CC=2)(C2C=CC=CC=2)C2C=CC=CC=2)[P](C2C=CC=CC=2)(C2C=CC=CC=2)C2C=CC=CC=2)(C2C=CC=CC=2)C2C=CC=CC=2)=CC=1. The product is [C:24]([C:10]1[CH:11]=[C:12]([S:15]([NH:18][C:19]2[S:20][CH:21]=[CH:22][N:23]=2)(=[O:17])=[O:16])[CH:13]=[CH:14][C:9]=1[O:8][C:5]1[CH:6]=[N:7][C:2]([C:36]2[CH:35]=[CH:34][CH:33]=[C:32]([F:31])[CH:37]=2)=[CH:3][C:4]=1[C:26]1[CH:30]=[CH:29][O:28][CH:27]=1)#[N:25]. The yield is 0.700. (5) The reactants are [C:1]([O:9][C@@H:10]1[C@@:14]([CH3:25])([CH2:15][O:16][C:17](=[O:24])[C:18]2[CH:23]=[CH:22][CH:21]=[CH:20][CH:19]=2)[O:13][CH:12](Br)[C@H:11]1[F:27])(=[O:8])[C:2]1[CH:7]=[CH:6][CH:5]=[CH:4][CH:3]=1.[NH:28]1[CH:36]=[C:34]([CH3:35])[C:32](=[O:33])[NH:31][C:29]1=[O:30]. No catalyst specified. The product is [C:1]([O:9][C@@H:10]1[C@@:14]([CH3:25])([CH2:15][O:16][C:17](=[O:24])[C:18]2[CH:23]=[CH:22][CH:21]=[CH:20][CH:19]=2)[O:13][C@@H:12]([N:28]2[CH:36]=[C:34]([CH3:35])[C:32](=[O:33])[NH:31][C:29]2=[O:30])[C@H:11]1[F:27])(=[O:8])[C:2]1[CH:7]=[CH:6][CH:5]=[CH:4][CH:3]=1. The yield is 0.620. (6) The reactants are Br[C:2]1[CH:7]=[CH:6][C:5]([Br:8])=[CH:4][N:3]=1.[C:9]([Si:13]([C:16]#[CH:17])([CH3:15])[CH3:14])([CH3:12])([CH3:11])[CH3:10].CCOC(C)=O. The catalyst is C1COCC1.C(N(CC)CC)C.[Cu]I. The product is [Br:8][C:5]1[CH:6]=[CH:7][C:2]([C:17]#[C:16][Si:13]([C:9]([CH3:12])([CH3:11])[CH3:10])([CH3:15])[CH3:14])=[N:3][CH:4]=1. The yield is 1.00. (7) The reactants are CN(C=O)C.[N+:6]([C:9]1[CH:14]=[CH:13][C:12]([C:15]2[N:16]=[C:17]3[N:21]([CH:22]=2)[C:20]2[CH:23]=[CH:24][C:25]([OH:27])=[CH:26][C:19]=2[S:18]3)=[CH:11][CH:10]=1)([O-:8])=[O:7].C(=O)([O-])[O-].[K+].[K+].Cl.Cl[CH2:36][CH2:37][N:38]1[CH2:43][CH2:42][O:41][CH2:40][CH2:39]1. The catalyst is O. The product is [N:38]1([CH2:37][CH2:36][O:27][C:25]2[CH:24]=[CH:23][C:20]3[N:21]4[CH:22]=[C:15]([C:12]5[CH:13]=[CH:14][C:9]([N+:6]([O-:8])=[O:7])=[CH:10][CH:11]=5)[N:16]=[C:17]4[S:18][C:19]=3[CH:26]=2)[CH2:43][CH2:42][O:41][CH2:40][CH2:39]1. The yield is 0.860. (8) The reactants are Cl[C:2]1[N:7]2[CH:8]=[CH:9][N:10]=[C:6]2[N:5]=[C:4]([Cl:11])[CH:3]=1.[CH3:12][C:13]1[NH:17][N:16]=[C:15]([NH2:18])[CH:14]=1. The catalyst is CCO. The product is [Cl:11][C:4]1[CH:3]=[C:2]([NH:18][C:15]2[CH:14]=[C:13]([CH3:12])[NH:17][N:16]=2)[N:7]2[CH:8]=[CH:9][N:10]=[C:6]2[N:5]=1. The yield is 0.660. (9) The catalyst is C1COCC1. The yield is 0.930. The reactants are [CH:1]([NH:4][C:5]1[S:6][C:7]2[CH:12]=[C:11]([C:13](OC)=[O:14])[N:10]=[CH:9][C:8]=2[N:17]=1)([CH3:3])[CH3:2].[H-].[H-].[H-].[H-].[Li+].[Al+3].CCOC(C)=O. The product is [CH:1]([NH:4][C:5]1[S:6][C:7]2[CH:12]=[C:11]([CH2:13][OH:14])[N:10]=[CH:9][C:8]=2[N:17]=1)([CH3:3])[CH3:2].